From a dataset of Full USPTO retrosynthesis dataset with 1.9M reactions from patents (1976-2016). Predict the reactants needed to synthesize the given product. (1) Given the product [O:51]1[CH2:55][CH2:54][CH:53]([CH2:56][NH:57][C:15]([C:12]2[CH:11]=[C:10]([CH2:9][O:8][C:7]3[CH:6]=[CH:5][C:4]([O:3][C:2]([F:1])([F:21])[F:20])=[CH:19][CH:18]=3)[O:14][N:13]=2)=[O:17])[CH2:52]1, predict the reactants needed to synthesize it. The reactants are: [F:1][C:2]([F:21])([F:20])[O:3][C:4]1[CH:19]=[CH:18][C:7]([O:8][CH2:9][C:10]2[O:14][N:13]=[C:12]([C:15]([OH:17])=O)[CH:11]=2)=[CH:6][CH:5]=1.C(N(CC)CC)C.Cl.C(N=C=NCCCN(C)C)C.ON1C2C=CC=CC=2N=N1.[O:51]1[CH2:55][CH2:54][CH:53]([CH2:56][NH2:57])[CH2:52]1. (2) The reactants are: [C:1]([O:5][C:6]([N:8]1[CH2:13][CH2:12][NH:11][CH:10]([CH3:14])[CH2:9]1)=[O:7])([CH3:4])([CH3:3])[CH3:2].Br[C:16]1[CH:21]=[CH:20][C:19]([Cl:22])=[CH:18][CH:17]=1.CC(C)([O-])C.[Na+].C1C=CC(P(C2C(C3C(P(C4C=CC=CC=4)C4C=CC=CC=4)=CC=C4C=3C=CC=C4)=C3C(C=CC=C3)=CC=2)C2C=CC=CC=2)=CC=1. Given the product [C:1]([O:5][C:6]([N:8]1[CH2:13][CH2:12][N:11]([C:16]2[CH:21]=[CH:20][C:19]([Cl:22])=[CH:18][CH:17]=2)[CH:10]([CH3:14])[CH2:9]1)=[O:7])([CH3:4])([CH3:2])[CH3:3], predict the reactants needed to synthesize it. (3) Given the product [S:21]1[C:25]2[CH:26]=[CH:27][CH:28]=[CH:29][C:24]=2[N:23]=[C:22]1[NH:30][N:31]=[C:18]([C:14]1[CH:15]=[CH:16][CH:17]=[C:12]([C:10]2[CH:9]=[CH:8][CH:7]=[C:6]([C:5]3[NH:4][N:3]=[N:2][N:1]=3)[N:11]=2)[CH:13]=1)[CH3:19], predict the reactants needed to synthesize it. The reactants are: [NH:1]1[C:5]([C:6]2[N:11]=[C:10]([C:12]3[CH:13]=[C:14]([C:18](=O)[CH3:19])[CH:15]=[CH:16][CH:17]=3)[CH:9]=[CH:8][CH:7]=2)=[N:4][N:3]=[N:2]1.[S:21]1[C:25]2[CH:26]=[CH:27][CH:28]=[CH:29][C:24]=2[N:23]=[C:22]1[NH:30][NH2:31]. (4) Given the product [Br:7][C:8]1[CH:13]=[CH:12][C:11]([N:14]=[S:15]([CH3:17])([N:19]([CH3:23])[CH3:20])=[O:16])=[CH:10][CH:9]=1, predict the reactants needed to synthesize it. The reactants are: CC([O-])(C)C.[K+].[Br:7][C:8]1[CH:13]=[CH:12][C:11]([NH:14][S:15]([CH3:17])=[O:16])=[CH:10][CH:9]=1.Cl[N:19]1[C:23](=O)CC[C:20]1=O.CNC. (5) The reactants are: [C:1]([O:4][CH2:5][CH2:6][CH2:7][CH2:8][CH2:9][CH2:10][O:11][CH2:12][CH2:13][C:14]#[C:15][C:16]1[CH:21]=[CH:20][C:19]([N:22]([CH3:29])[C:23](=[O:28])[C:24]([F:27])([F:26])[F:25])=[CH:18][CH:17]=1)(=[O:3])[CH3:2].[H][H]. Given the product [C:1]([O:4][CH2:5][CH2:6][CH2:7][CH2:8][CH2:9][CH2:10][O:11][CH2:12][CH2:13][CH2:14][CH2:15][C:16]1[CH:17]=[CH:18][C:19]([N:22]([CH3:29])[C:23](=[O:28])[C:24]([F:26])([F:25])[F:27])=[CH:20][CH:21]=1)(=[O:3])[CH3:2], predict the reactants needed to synthesize it.